From a dataset of Reaction yield outcomes from USPTO patents with 853,638 reactions. Predict the reaction yield, written as a fraction of the theoretical maximum amount of product (1.0 means a 100% yield; for example, 0.34 means a 34% yield). The reactants are [NH:1]1[CH:5]=[C:4]([C:6]([O:8][CH2:9][CH3:10])=[O:7])[CH:3]=[N:2]1.[H-].[Na+].[C:13](Cl)([C:26]1[CH:31]=[CH:30][CH:29]=[CH:28][CH:27]=1)([C:20]1[CH:25]=[CH:24][CH:23]=[CH:22][CH:21]=1)[C:14]1[CH:19]=[CH:18][CH:17]=[CH:16][CH:15]=1. The catalyst is CN(C=O)C. The product is [C:13]([N:1]1[CH:5]=[C:4]([C:6]([O:8][CH2:9][CH3:10])=[O:7])[CH:3]=[N:2]1)([C:14]1[CH:19]=[CH:18][CH:17]=[CH:16][CH:15]=1)([C:26]1[CH:27]=[CH:28][CH:29]=[CH:30][CH:31]=1)[C:20]1[CH:21]=[CH:22][CH:23]=[CH:24][CH:25]=1. The yield is 0.820.